From a dataset of NCI-60 drug combinations with 297,098 pairs across 59 cell lines. Regression. Given two drug SMILES strings and cell line genomic features, predict the synergy score measuring deviation from expected non-interaction effect. Drug 1: CC1C(C(CC(O1)OC2CC(CC3=C2C(=C4C(=C3O)C(=O)C5=C(C4=O)C(=CC=C5)OC)O)(C(=O)C)O)N)O.Cl. Drug 2: C1C(C(OC1N2C=C(C(=O)NC2=O)F)CO)O. Cell line: U251. Synergy scores: CSS=54.6, Synergy_ZIP=-5.25, Synergy_Bliss=-6.38, Synergy_Loewe=-6.38, Synergy_HSA=-2.07.